From a dataset of Forward reaction prediction with 1.9M reactions from USPTO patents (1976-2016). Predict the product of the given reaction. (1) Given the reactants [Br:1][C:2]1[CH:3]=[C:4]2[C:9](=[CH:10][CH:11]=1)[O:8][C:7](=[O:12])[CH2:6][CH:5]2[C:13]1[CH:18]=[CH:17][C:16]([Cl:19])=[CH:15][C:14]=1[Cl:20].[H-].[Al+3].[Li+].[H-].[H-].[H-].O, predict the reaction product. The product is: [Br:1][C:2]1[CH:11]=[CH:10][C:9]([OH:8])=[C:4]([CH:5]([C:13]2[CH:18]=[CH:17][C:16]([Cl:19])=[CH:15][C:14]=2[Cl:20])[CH2:6][CH2:7][OH:12])[CH:3]=1. (2) Given the reactants [NH2:1][C:2]1[CH:10]=[C:9]([O:11][CH3:12])[CH:8]=[C:7]([O:13][CH3:14])[C:3]=1[C:4]([NH2:6])=[O:5].[OH:15][CH2:16][CH2:17][C:18]1[CH:19]=[C:20]([CH:23]=[CH:24][C:25]=1[O:26][CH2:27][O:28][CH3:29])[CH:21]=O.S([O-])(O)=O.[Na+].C1(C)C=CC(S(O)(=O)=O)=CC=1, predict the reaction product. The product is: [OH:15][CH2:16][CH2:17][C:18]1[CH:19]=[C:20]([C:21]2[NH:6][C:4](=[O:5])[C:3]3[C:2](=[CH:10][C:9]([O:11][CH3:12])=[CH:8][C:7]=3[O:13][CH3:14])[N:1]=2)[CH:23]=[CH:24][C:25]=1[O:26][CH2:27][O:28][CH3:29]. (3) Given the reactants [C:1]1([CH3:12])[CH:6]=[CH:5][C:4]([O:7][CH2:8][C:9]([Cl:11])=[O:10])=[CH:3][CH:2]=1.[Br:13][C:14]1C=C2C(=[CH:22][CH:23]=1)C=C(OCC(O)=O)C=C2.O=S(Cl)Cl, predict the reaction product. The product is: [Br:13][C:14]1[CH:12]=[C:1]2[C:6](=[CH:22][CH:23]=1)[CH:5]=[C:4]([O:7][CH2:8][C:9]([Cl:11])=[O:10])[CH:3]=[CH:2]2. (4) Given the reactants C1(P(C2C=CC=CC=2)C2C=CC=CC=2)C=CC=CC=1.C(=O)([O-])[O-].[Cs+].[Cs+].Br[C:27]1[CH:28]=[N:29][CH:30]=[C:31]([C:33]([F:36])([F:35])[F:34])[CH:32]=1.[CH:37]([Si:40]([CH:45]([CH3:47])[CH3:46])([CH:42]([CH3:44])[CH3:43])[SH:41])([CH3:39])[CH3:38], predict the reaction product. The product is: [F:34][C:33]([F:36])([F:35])[C:31]1[CH:30]=[N:29][CH:28]=[C:27]([S:41][Si:40]([CH:42]([CH3:44])[CH3:43])([CH:45]([CH3:47])[CH3:46])[CH:37]([CH3:38])[CH3:39])[CH:32]=1. (5) The product is: [O:15]=[C:12]1[CH2:13][CH2:14][C@H:10]([C:7]2[CH:8]=[CH:9][C:4]([C:3]([OH:16])=[O:2])=[CH:5][CH:6]=2)[CH2:11]1. Given the reactants C[O:2][C:3](=[O:16])[C:4]1[CH:9]=[CH:8][C:7]([C@H:10]2[CH2:14][CH2:13][C:12](=[O:15])[CH2:11]2)=[CH:6][CH:5]=1, predict the reaction product. (6) Given the reactants [OH:1][C@@:2]1([CH2:9][NH:10][C:11]([C:13]2[C:14]3[CH:15]=[CH:16][C:17](Cl)=[N:18][C:19]=3[CH:20]=[CH:21][C:22]=2[Cl:23])=[O:12])[CH2:7][CH2:6][CH2:5][C@H:4]([CH3:8])[CH2:3]1.CCN(C(C)C)C(C)C.[F:34][C:35]1([F:40])[CH2:39][CH2:38][NH:37][CH2:36]1, predict the reaction product. The product is: [OH:1][C@@:2]1([CH2:9][NH:10][C:11]([C:13]2[C:14]3[CH:15]=[CH:16][C:17]([N:37]4[CH2:38][CH2:39][C:35]([F:40])([F:34])[CH2:36]4)=[N:18][C:19]=3[CH:20]=[CH:21][C:22]=2[Cl:23])=[O:12])[CH2:7][CH2:6][CH2:5][C@H:4]([CH3:8])[CH2:3]1. (7) The product is: [CH3:1][O:2][C:3]1[CH:4]=[CH:5][C:6]([C:9]2[N:10]=[C:11]([C:14]3[CH:15]=[C:16]([CH:21]=[CH:22][CH:23]=3)[C:17]([OH:19])=[O:18])[NH:12][N:13]=2)=[CH:7][CH:8]=1. Given the reactants [CH3:1][O:2][C:3]1[CH:8]=[CH:7][C:6]([C:9]2[N:10]=[C:11]([C:14]3[CH:15]=[C:16]([CH:21]=[CH:22][CH:23]=3)[C:17]([O:19]C)=[O:18])[NH:12][N:13]=2)=[CH:5][CH:4]=1.[OH-].[Na+], predict the reaction product. (8) Given the reactants [CH2:1]([C@H:8]([NH:33][C:34](=[O:46])[C@@H:35]([N:39]1[CH2:44][CH2:43][CH2:42][NH:41][C:40]1=[O:45])[CH:36]([CH3:38])[CH3:37])[CH2:9][C@H:10]([OH:32])[C@@H:11]([NH:19][C:20](=[O:31])[CH2:21][O:22][C:23]1[C:28]([CH3:29])=[CH:27][CH:26]=[CH:25][C:24]=1[CH3:30])[CH2:12][C:13]1[CH:18]=[CH:17][CH:16]=[CH:15][CH:14]=1)[C:2]1[CH:7]=[CH:6][CH:5]=[CH:4][CH:3]=1.[CH3:47][S:48]([CH3:50])=O.C(OC(=O)C)(=O)C, predict the reaction product. The product is: [CH2:1]([C@H:8]([NH:33][C:34](=[O:46])[C@@H:35]([N:39]1[CH2:44][CH2:43][CH2:42][NH:41][C:40]1=[O:45])[CH:36]([CH3:38])[CH3:37])[CH2:9][C@H:10]([O:32][CH2:47][S:48][CH3:50])[C@@H:11]([NH:19][C:20](=[O:31])[CH2:21][O:22][C:23]1[C:24]([CH3:30])=[CH:25][CH:26]=[CH:27][C:28]=1[CH3:29])[CH2:12][C:13]1[CH:14]=[CH:15][CH:16]=[CH:17][CH:18]=1)[C:2]1[CH:7]=[CH:6][CH:5]=[CH:4][CH:3]=1. (9) Given the reactants [NH2:1][C:2]1[C:3]([C:13]([OH:15])=O)=[N:4][C:5]([Br:12])=[C:6]([C:8]([F:11])([F:10])[F:9])[N:7]=1.CCN(CC)CC.[NH2:23][C:24]1[NH:28][N:27]=[C:26]([C:29]([O:31][CH3:32])=[O:30])[N:25]=1.C1CN([P+](ON2N=NC3C=CC=CC2=3)(N2CCCC2)N2CCCC2)CC1.F[P-](F)(F)(F)(F)F.CCOC(C)=O.CCCC(C)C, predict the reaction product. The product is: [NH2:1][C:2]1[C:3]([C:13]([NH:23][C:24]2[NH:28][N:27]=[C:26]([C:29]([O:31][CH3:32])=[O:30])[N:25]=2)=[O:15])=[N:4][C:5]([Br:12])=[C:6]([C:8]([F:9])([F:10])[F:11])[N:7]=1. (10) Given the reactants I([O-])(=O)(=O)=O.[Na+].C([O-])(=O)C.[NH4+].CC1(C)C(C)(C)[O:16][B:15]([C:20]2[CH:25]=[CH:24][C:23]([N:26]([C:43](=[O:52])/[CH:44]=[CH:45]/[C:46]3[CH:51]=[CH:50][CH:49]=[CH:48][CH:47]=3)[CH2:27][C:28]([N:30]3[CH2:34][CH2:33][C@H:32]([NH:35][C:36](=[O:42])[O:37][C:38]([CH3:41])([CH3:40])[CH3:39])[CH2:31]3)=[O:29])=[CH:22][CH:21]=2)[O:14]1, predict the reaction product. The product is: [B:15]([C:20]1[CH:21]=[CH:22][C:23]([N:26]([C:43](=[O:52])/[CH:44]=[CH:45]/[C:46]2[CH:51]=[CH:50][CH:49]=[CH:48][CH:47]=2)[CH2:27][C:28]([N:30]2[CH2:34][CH2:33][C@H:32]([NH:35][C:36](=[O:42])[O:37][C:38]([CH3:41])([CH3:40])[CH3:39])[CH2:31]2)=[O:29])=[CH:24][CH:25]=1)([OH:14])[OH:16].